This data is from Reaction yield outcomes from USPTO patents with 853,638 reactions. The task is: Predict the reaction yield, written as a fraction of the theoretical maximum amount of product (1.0 means a 100% yield; for example, 0.34 means a 34% yield). (1) The yield is 0.960. The product is [Br:1][C:2]1[CH:3]=[C:4]2[C:8](=[CH:9][CH:10]=1)[NH:7][C:6]1[CH2:11][CH2:12][CH2:13][CH2:14][C:15](=[O:19])[C:5]2=1. The catalyst is O. The reactants are [Br:1][C:2]1[CH:3]=[C:4]2[C:8](=[CH:9][CH:10]=1)[NH:7][C:6]1[CH2:11][CH2:12][CH2:13][CH2:14][CH2:15][C:5]2=1.C1C[O:19]CC1.C(C1C(=O)C(Cl)=C(Cl)C(=O)C=1C#N)#N.C([O-])(O)=O.[Na+]. (2) The reactants are [N:1]1([C:7]([O:9][C:10]([CH3:13])([CH3:12])[CH3:11])=[O:8])[CH2:6][CH2:5][NH:4][CH2:3][CH2:2]1.Cl[C:15]1[CH:20]=[N:19][CH:18]=[CH:17][N:16]=1.C([O-])([O-])=O.[Cs+].[Cs+]. The catalyst is CS(C)=O. The product is [N:16]1[CH:17]=[CH:18][N:19]=[CH:20][C:15]=1[N:4]1[CH2:5][CH2:6][N:1]([C:7]([O:9][C:10]([CH3:13])([CH3:12])[CH3:11])=[O:8])[CH2:2][CH2:3]1. The yield is 0.600. (3) The reactants are C(N(CC)C(S[CH:7]([CH3:17])[C:8]([NH:10][C:11]([CH3:16])([CH3:15])[C:12]([OH:14])=[O:13])=[O:9])=S)C.[CH3:20][C:21]1([CH3:30])[N:26]([O])[C:25]([CH3:29])([CH3:28])[CH2:24][CH2:23][CH2:22]1.C(OCC)(=[O:33])C. No catalyst specified. The product is [CH3:16][C:11]([NH:10][C:8](=[O:9])[CH:7]([O:33][N:26]1[C:21]([CH3:30])([CH3:20])[CH2:22][CH2:23][CH2:24][C:25]1([CH3:29])[CH3:28])[CH3:17])([CH3:15])[C:12]([OH:14])=[O:13]. The yield is 0.420. (4) The reactants are Cl.[CH3:2][N:3]1[C:12]2[C:7](=[CH:8][CH:9]=[CH:10][C:11]=2[NH:13]C(OC(C)(C)C)=O)[CH2:6][CH2:5][CH2:4]1. The catalyst is CO. The product is [CH3:2][N:3]1[C:12]2[C:7](=[CH:8][CH:9]=[CH:10][C:11]=2[NH2:13])[CH2:6][CH2:5][CH2:4]1. The yield is 0.880. (5) The product is [C:32]([O:31][C:29]([N:18]1[CH2:19][C@@H:20]([C:21]2[CH:26]=[CH:25][C:24]([Cl:27])=[C:23]([Cl:28])[CH:22]=2)[C@H:16]([C:14]([OH:41])=[O:15])[CH2:17]1)=[O:30])([CH3:33])([CH3:34])[CH3:35]. The yield is 0.810. The catalyst is C1COCC1. The reactants are C([C@@H]1COC(=O)N1[C:14]([C@H:16]1[C@H:20]([C:21]2[CH:26]=[CH:25][C:24]([Cl:27])=[C:23]([Cl:28])[CH:22]=2)[CH2:19][N:18]([C:29]([O:31][C:32]([CH3:35])([CH3:34])[CH3:33])=[O:30])[CH2:17]1)=[O:15])C1C=CC=CC=1.[OH-].[Li+].C(O)(=O)CC(CC(O)=O)(C(O)=O)[OH:41]. (6) The reactants are C(OC(=O)[NH:7][C@@H:8]([CH2:27][C:28]1[C:36]2[C:31](=[CH:32][CH:33]=[CH:34][CH:35]=2)[NH:30][CH:29]=1)[CH2:9][O:10][C:11]1[CH:12]=[N:13][CH:14]=[C:15]([C:17]2[S:26][C:20]3=[CH:21][N:22]=[CH:23][C:24](Cl)=[C:19]3[CH:18]=2)[CH:16]=1)(C)(C)C.[CH2:38](N(CC)CC)[CH3:39]. The catalyst is CO.[Pd]. The product is [CH2:38]([C:24]1[CH:23]=[N:22][CH:21]=[C:20]2[S:26][C:17]([C:15]3[CH:16]=[C:11]([O:10][CH2:9][C@@H:8]([NH2:7])[CH2:27][C:28]4[C:36]5[C:31](=[CH:32][CH:33]=[CH:34][CH:35]=5)[NH:30][CH:29]=4)[CH:12]=[N:13][CH:14]=3)=[CH:18][C:19]=12)[CH3:39]. The yield is 0.740.